This data is from Forward reaction prediction with 1.9M reactions from USPTO patents (1976-2016). The task is: Predict the product of the given reaction. (1) The product is: [F:13][C:14]([F:28])([F:29])[C:15]1[CH:16]=[C:17]([C:2]2[CH:3]=[CH:4][CH:5]=[C:6]3[C:10]=2[C:9](=[O:11])[CH:8]([CH3:12])[CH2:7]3)[CH:18]=[C:19]([C:21]([F:22])([F:23])[F:24])[CH:20]=1. Given the reactants Br[C:2]1[CH:3]=[CH:4][CH:5]=[C:6]2[C:10]=1[C:9](=[O:11])[CH:8]([CH3:12])[CH2:7]2.[F:13][C:14]([F:29])([F:28])[C:15]1[CH:16]=[C:17](B(O)O)[CH:18]=[C:19]([C:21]([F:24])([F:23])[F:22])[CH:20]=1.C(=O)([O-])[O-].[Na+].[Na+].O, predict the reaction product. (2) The product is: [Cl:1][C:2]1[CH:7]=[CH:6][C:5]([S:8][CH2:9][C:10]2[N:15]=[CH:14][N:13]([C:18]3[CH:29]=[CH:28][C:21]([O:22][CH2:23][C:24]([OH:26])([CH3:27])[CH3:25])=[C:20]([O:30][CH3:31])[CH:19]=3)[C:12](=[O:16])[CH:11]=2)=[CH:4][CH:3]=1. Given the reactants [Cl:1][C:2]1[CH:7]=[CH:6][C:5]([S:8][CH2:9][C:10]2[N:15]=[CH:14][NH:13][C:12](=[O:16])[CH:11]=2)=[CH:4][CH:3]=1.Br[C:18]1[CH:29]=[CH:28][C:21]([O:22][CH2:23][C:24]([CH3:27])([OH:26])[CH3:25])=[C:20]([O:30][CH3:31])[CH:19]=1.CNCCNC.[O-]P([O-])([O-])=O.[K+].[K+].[K+], predict the reaction product. (3) Given the reactants O1CCCC1.CN(OC)[C:8](=[O:22])[CH2:9][C:10]1[CH:15]=[CH:14][C:13]([C:16]2[CH:21]=[CH:20][CH:19]=[CH:18][CH:17]=2)=[CH:12][CH:11]=1.C1(C)C=CC=CC=1.[H-].C([Al+]C(C)C)(C)C, predict the reaction product. The product is: [C:13]1([C:16]2[CH:17]=[CH:18][CH:19]=[CH:20][CH:21]=2)[CH:12]=[CH:11][C:10]([CH2:9][CH:8]=[O:22])=[CH:15][CH:14]=1. (4) The product is: [C:13]([C:12]1[C:2]([CH2:16][CH:17]([CH3:19])[CH3:18])=[N:3][CH:4]=[C:5]([CH:11]=1)[C:6]([O:8][CH2:9][CH3:10])=[O:7])#[N:14]. Given the reactants Cl[C:2]1[C:12]([C:13]#[N:14])=[CH:11][C:5]([C:6]([O:8][CH2:9][CH3:10])=[O:7])=[CH:4][N:3]=1.[Br-].[CH2:16]([Zn+])[CH:17]([CH3:19])[CH3:18], predict the reaction product. (5) Given the reactants [NH2:1][C:2]1[C:7]([F:8])=[CH:6][CH:5]=[CH:4][C:3]=1[OH:9].[Br:10][C:11]1[CH:12]=[CH:13][C:14]([O:20][CH3:21])=[C:15]([CH:19]=1)[C:16](O)=O, predict the reaction product. The product is: [Br:10][C:11]1[CH:12]=[CH:13][C:14]([O:20][CH3:21])=[C:15]([C:16]2[O:9][C:3]3[CH:4]=[CH:5][CH:6]=[C:7]([F:8])[C:2]=3[N:1]=2)[CH:19]=1.